This data is from Full USPTO retrosynthesis dataset with 1.9M reactions from patents (1976-2016). The task is: Predict the reactants needed to synthesize the given product. (1) Given the product [Br:1][CH2:2][C:3]1([CH2:26][OH:27])[O:7][N:6]=[C:5]([C:8]2[C:9]([NH:19][CH:20]3[CH2:21][CH2:22][CH2:23][CH2:24][CH2:25]3)=[C:10]3[CH:16]=[N:15][N:14]([CH2:17][CH3:18])[C:11]3=[N:12][CH:13]=2)[CH2:4]1, predict the reactants needed to synthesize it. The reactants are: [Br:1][CH2:2][C:3]1([C:26](OCC)=[O:27])[O:7][N:6]=[C:5]([C:8]2[C:9]([NH:19][CH:20]3[CH2:25][CH2:24][CH2:23][CH2:22][CH2:21]3)=[C:10]3[CH:16]=[N:15][N:14]([CH2:17][CH3:18])[C:11]3=[N:12][CH:13]=2)[CH2:4]1.[BH4-].[Na+]. (2) Given the product [CH2:1]([CH:3]1[C:12]2=[CH:13][N:14]=[CH:15][CH:16]=[C:11]2[C:10]2[CH:9]=[CH:8][C:7]([O:17][CH2:18][C@@H:19]([NH2:24])[CH2:20][CH:21]([CH3:23])[CH3:22])=[CH:6][C:5]=2[O:4]1)[CH3:2], predict the reactants needed to synthesize it. The reactants are: [CH2:1]([CH:3]1[C:12]2=[CH:13][N:14]=[CH:15][CH:16]=[C:11]2[C:10]2[CH:9]=[CH:8][C:7]([O:17][CH2:18][C@@H:19]([N:24]3C(=O)C4C(=CC=CC=4)C3=O)[CH2:20][CH:21]([CH3:23])[CH3:22])=[CH:6][C:5]=2[O:4]1)[CH3:2].NN. (3) Given the product [C:31]([C:30]1[CH:17]([C:18]2[CH:23]=[CH:22][C:21]([N+:24]([O-:26])=[O:25])=[CH:20][CH:19]=2)[C:7]([C:6]([O:5][CH2:4][CH2:3][C:1]#[N:2])=[O:27])=[C:8]([CH2:9][CH2:10][CH2:11][CH2:12][N:13]=[N+:14]=[N-:15])[NH:28][C:29]=1[CH3:34])(=[O:33])[CH3:32], predict the reactants needed to synthesize it. The reactants are: [C:1]([CH2:3][CH2:4][O:5][C:6](=[O:27])[C:7](=[CH:17][C:18]1[CH:23]=[CH:22][C:21]([N+:24]([O-:26])=[O:25])=[CH:20][CH:19]=1)[C:8](=O)[CH2:9][CH2:10][CH2:11][CH2:12][N:13]=[N+:14]=[N-:15])#[N:2].[NH2:28][C:29]([CH3:34])=[CH:30][C:31](=[O:33])[CH3:32]. (4) Given the product [Br:1][C:2]1[CH:3]=[C:4]([O:19][C:20]2[CH:21]=[CH:22][CH:23]=[CH:24][CH:25]=2)[C:5]([NH:8][C:9]2[S:10][CH:11]=[C:12]([CH2:14][CH2:15][C:16]([NH:58][CH2:59][C:60](=[O:62])[CH3:61])=[O:18])[N:13]=2)=[N:6][CH:7]=1, predict the reactants needed to synthesize it. The reactants are: [Br:1][C:2]1[CH:3]=[C:4]([O:19][C:20]2[CH:25]=[CH:24][CH:23]=[CH:22][CH:21]=2)[C:5]([NH:8][C:9]2[S:10][CH:11]=[C:12]([CH2:14][CH2:15][C:16]([OH:18])=O)[N:13]=2)=[N:6][CH:7]=1.C1C=CC2N(O)N=NC=2C=1.O.CCN(C(C)C)C(C)C.CCN=C=NCCCN(C)C.Cl.[NH2:58][CH2:59][C:60](=[O:62])[CH3:61]. (5) Given the product [F:18][C:12]1[CH:13]=[CH:14][C:15]([CH3:17])=[C:16]2[C:11]=1[C:10]1([CH2:22][O:21][C:20]3[CH:23]=[C:24]4[C:28](=[CH:29][C:19]1=3)[CH2:27][CH2:26][O:25]4)[C:9](=[O:30])[NH:8]2, predict the reactants needed to synthesize it. The reactants are: C1(C(C2C=CC=CC=2)[N:8]2[C:16]3[C:11](=[C:12]([F:18])[CH:13]=[CH:14][C:15]=3[CH3:17])[C:10]3([CH2:22][O:21][C:20]4[CH:23]=[C:24]5[C:28](=[CH:29][C:19]3=4)[CH2:27][CH2:26][O:25]5)[C:9]2=[O:30])C=CC=CC=1.C1(C(C2C=CC=CC=2)N2C3C(=CC=CC=3)C3(C4C=C(C)C(OC)=CC=4OC3)C2=O)C=CC=CC=1. (6) Given the product [CH:21]1([CH2:24][NH:25][S:17]([C:15]2[CH:14]=[CH:13][C:11]3[N:12]=[C:8]([C:3]4[C:4]([CH3:7])=[N:5][NH:6][C:2]=4[NH2:1])[S:9][C:10]=3[CH:16]=2)(=[O:19])=[O:18])[CH2:23][CH2:22]1, predict the reactants needed to synthesize it. The reactants are: [NH2:1][C:2]1[NH:6][N:5]=[C:4]([CH3:7])[C:3]=1[C:8]1[S:9][C:10]2[CH:16]=[C:15]([S:17](Cl)(=[O:19])=[O:18])[CH:14]=[CH:13][C:11]=2[N:12]=1.[CH:21]1([CH2:24][NH2:25])[CH2:23][CH2:22]1.CN1CCOCC1.